Task: Predict the reaction yield, written as a fraction of the theoretical maximum amount of product (1.0 means a 100% yield; for example, 0.34 means a 34% yield).. Dataset: Reaction yield outcomes from USPTO patents with 853,638 reactions (1) The reactants are [CH3:1][O:2][C:3]1[CH:8]=[CH:7][CH:6]=[CH:5][C:4]=1[C:9]1[C:17]2[C:12](=[N:13][CH:14]=[C:15]([C:18]3[CH:19]=[C:20]([CH:24]=[CH:25][CH:26]=3)[C:21](O)=[O:22])[CH:16]=2)[NH:11][N:10]=1.C1CCC(N=C=NC2CCCCC2)CC1.[CH3:42][N:43]1[CH2:48][CH2:47][NH:46][CH2:45][CH2:44]1. The catalyst is CN(C=O)C. The product is [CH3:1][O:2][C:3]1[CH:8]=[CH:7][CH:6]=[CH:5][C:4]=1[C:9]1[C:17]2[C:12](=[N:13][CH:14]=[C:15]([C:18]3[CH:19]=[C:20]([C:21]([N:46]4[CH2:47][CH2:48][N:43]([CH3:42])[CH2:44][CH2:45]4)=[O:22])[CH:24]=[CH:25][CH:26]=3)[CH:16]=2)[NH:11][N:10]=1. The yield is 0.0600. (2) The reactants are [CH3:1][O:2][C:3](=[O:30])[C:4]1[CH:9]=[C:8]([O:10][C:11]2[CH:16]=[CH:15][C:14]([NH2:17])=[C:13]([F:18])[CH:12]=2)[CH:7]=[CH:6][C:5]=1[NH:19][S:20]([C:23]1[CH:28]=[CH:27][C:26]([CH3:29])=[CH:25][CH:24]=1)(=[O:22])=[O:21].[CH3:31][O:32][C:33](=[O:60])[C:34]1[CH:39]=[C:38]([O:40][C:41]2[CH:46]=[C:45]([F:47])[CH:44]=[CH:43][C:42]=2[NH2:48])[CH:37]=[CH:36][C:35]=1[NH:49][S:50]([C:53]1[CH:58]=[CH:57][C:56]([CH3:59])=[CH:55][CH:54]=1)(=[O:52])=[O:51].[S:61](Cl)([C:64]1[CH:70]=[CH:69][C:67]([CH3:68])=[CH:66][CH:65]=1)(=[O:63])=[O:62].N1C=CC=CC=1. The catalyst is C(Cl)Cl. The product is [CH3:1][O:2][C:3](=[O:30])[C:4]1[CH:9]=[C:8]([O:10][C:11]2[CH:16]=[CH:15][C:14]([NH:17][S:50]([C:53]3[CH:58]=[CH:57][C:56]([CH3:59])=[CH:55][CH:54]=3)(=[O:52])=[O:51])=[C:13]([F:18])[CH:12]=2)[CH:7]=[CH:6][C:5]=1[NH:19][S:20]([C:23]1[CH:24]=[CH:25][C:26]([CH3:29])=[CH:27][CH:28]=1)(=[O:22])=[O:21].[CH3:31][O:32][C:33](=[O:60])[C:34]1[CH:39]=[C:38]([O:40][C:41]2[CH:46]=[C:45]([F:47])[CH:44]=[CH:43][C:42]=2[NH:48][S:61]([C:64]2[CH:70]=[CH:69][C:67]([CH3:68])=[CH:66][CH:65]=2)(=[O:63])=[O:62])[CH:37]=[CH:36][C:35]=1[NH:49][S:50]([C:53]1[CH:54]=[CH:55][C:56]([CH3:59])=[CH:57][CH:58]=1)(=[O:52])=[O:51]. The yield is 0.290. (3) The reactants are C(O)(=O)C#CC.[O:7]1[CH2:11][CH2:10][CH2:9][CH2:8]1.C(Cl)(=O)C(Cl)=O.Cl.[NH2:19][C:20]1[N:21]=[C:22]2[CH:27]=[CH:26][C:25]([O:28][C:29]3[CH:30]=[CH:31][C:32]([CH3:45])=[C:33]([NH:35][C:36]([C:38]4[N:42]([CH3:43])[N:41]=[C:40]([CH3:44])[CH:39]=4)=[O:37])[CH:34]=3)=[N:24][N:23]2[CH:46]=1. The catalyst is CN(C)C=O.CN(C)C(=O)C. The product is [C:11]([NH:19][C:20]1[N:21]=[C:22]2[CH:27]=[CH:26][C:25]([O:28][C:29]3[CH:30]=[CH:31][C:32]([CH3:45])=[C:33]([NH:35][C:36]([C:38]4[N:42]([CH3:43])[N:41]=[C:40]([CH3:44])[CH:39]=4)=[O:37])[CH:34]=3)=[N:24][N:23]2[CH:46]=1)(=[O:7])[C:10]#[C:9][CH3:8]. The yield is 0.370. (4) The reactants are Cl[C:2]1[N:3]=[C:4]([NH:20][CH2:21][CH:22]=[CH2:23])[C:5]2[N:6]=[C:7]([NH:16][CH2:17][CH:18]=[CH2:19])[N:8]=[C:9]([NH:12][CH2:13][CH:14]=[CH2:15])[C:10]=2[N:11]=1.[F:24][C:25]1[CH:30]=[CH:29][C:28]([CH:31]([C:38]2[CH:43]=[CH:42][C:41]([F:44])=[CH:40][CH:39]=2)[N:32]2[CH2:37][CH2:36][NH:35][CH2:34][CH2:33]2)=[CH:27][CH:26]=1.C(NC1N=C(NCC=C)C2N=C(N3CCN(CC4C=CC(F)=CC=4)CC3)N=C(NCC=C)C=2N=1)C=C. No catalyst specified. The product is [CH2:17]([NH:16][C:7]1[N:8]=[C:9]([NH:12][CH2:13][CH:14]=[CH2:15])[C:10]2[N:11]=[C:2]([N:35]3[CH2:34][CH2:33][N:32]([CH:31]([C:38]4[CH:43]=[CH:42][C:41]([F:44])=[CH:40][CH:39]=4)[C:28]4[CH:27]=[CH:26][C:25]([F:24])=[CH:30][CH:29]=4)[CH2:37][CH2:36]3)[N:3]=[C:4]([NH:20][CH2:21][CH:22]=[CH2:23])[C:5]=2[N:6]=1)[CH:18]=[CH2:19]. The yield is 0.640.